From a dataset of Catalyst prediction with 721,799 reactions and 888 catalyst types from USPTO. Predict which catalyst facilitates the given reaction. (1) Reactant: B(Br)(Br)Br.[Cl:5][C:6]1[C:7]([N:13]2[CH2:18][CH2:17][N:16]([C:19]([C:21]3[C:22]([C:27]4[CH:32]=[CH:31][CH:30]=[CH:29][C:28]=4[O:33]C)=[N:23][O:24][C:25]=3[CH3:26])=[O:20])[CH2:15][CH2:14]2)=[N:8][CH:9]=[C:10]([Cl:12])[CH:11]=1.O.C([O-])(O)=O.[Na+]. Product: [Cl:5][C:6]1[C:7]([N:13]2[CH2:14][CH2:15][N:16]([C:19]([C:21]3[C:22]([C:27]4[CH:32]=[CH:31][CH:30]=[CH:29][C:28]=4[OH:33])=[N:23][O:24][C:25]=3[CH3:26])=[O:20])[CH2:17][CH2:18]2)=[N:8][CH:9]=[C:10]([Cl:12])[CH:11]=1. The catalyst class is: 2. (2) Reactant: [Cl:1][C:2]1[C:7]([CH:8]([C:10]2[C:15]([CH:16]=[CH2:17])=[CH:14][CH:13]=[C:12]([O:18][CH3:19])[C:11]=2[F:20])[OH:9])=[CH:6][C:5]([Cl:21])=[CH:4][N:3]=1. Product: [Cl:1][C:2]1[C:7]([C:8]([C:10]2[C:15]([CH:16]=[CH2:17])=[CH:14][CH:13]=[C:12]([O:18][CH3:19])[C:11]=2[F:20])=[O:9])=[CH:6][C:5]([Cl:21])=[CH:4][N:3]=1. The catalyst class is: 177.